This data is from Peptide-MHC class I binding affinity with 185,985 pairs from IEDB/IMGT. The task is: Regression. Given a peptide amino acid sequence and an MHC pseudo amino acid sequence, predict their binding affinity value. This is MHC class I binding data. The peptide sequence is KTMMQAHDL. The MHC is HLA-B57:01 with pseudo-sequence HLA-B57:01. The binding affinity (normalized) is 0.558.